Dataset: Catalyst prediction with 721,799 reactions and 888 catalyst types from USPTO. Task: Predict which catalyst facilitates the given reaction. (1) Reactant: [NH2:1][C:2]1[CH:3]=[C:4]([C:14]([NH:16][C:17]2[CH:22]=[CH:21][CH:20]=[C:19]([Cl:23])[C:18]=2[CH3:24])=[O:15])[C:5]2[N:9]=[C:8]([N:10]([CH3:12])[CH3:11])[NH:7][C:6]=2[CH:13]=1.C(N(CC)C(C)C)(C)C.[Cl:34][C:35]1[CH:43]=[CH:42][CH:41]=[C:40]([F:44])[C:36]=1[C:37](Cl)=[O:38]. Product: [Cl:34][C:35]1[CH:43]=[CH:42][CH:41]=[C:40]([F:44])[C:36]=1[C:37]([NH:1][C:2]1[CH:3]=[C:4]([C:14]([NH:16][C:17]2[CH:22]=[CH:21][CH:20]=[C:19]([Cl:23])[C:18]=2[CH3:24])=[O:15])[C:5]2[N:9]=[C:8]([N:10]([CH3:11])[CH3:12])[NH:7][C:6]=2[CH:13]=1)=[O:38]. The catalyst class is: 56. (2) Reactant: [Br:1][C:2]1[CH:6]=[N:5][N:4]([CH3:7])[C:3]=1[C:8]1[CH:9]=[C:10]([NH2:16])[CH:11]=[CH:12][C:13]=1[O:14][CH3:15].[C:17]1([C:26]2[CH:31]=[CH:30][CH:29]=[CH:28][CH:27]=2)[C:18]([N:23]=[C:24]=[O:25])=[CH:19][CH:20]=[CH:21][CH:22]=1. Product: [C:17]1([C:26]2[CH:31]=[CH:30][CH:29]=[CH:28][CH:27]=2)[CH:22]=[CH:21][CH:20]=[CH:19][C:18]=1[NH:23][C:24]([NH:16][C:10]1[CH:11]=[CH:12][C:13]([O:14][CH3:15])=[C:8]([C:3]2[N:4]([CH3:7])[N:5]=[CH:6][C:2]=2[Br:1])[CH:9]=1)=[O:25]. The catalyst class is: 2. (3) Reactant: [H-].[Na+].[C:3]([O:18][CH3:19])(=[O:17])[CH2:4][CH2:5][CH2:6][CH2:7][CH2:8][CH2:9][CH2:10][CH2:11][CH2:12][CH2:13][CH2:14][CH2:15][CH3:16].[C:20](OC)(=[O:25])[C:21]([O:23][CH3:24])=[O:22].Cl. Product: [CH3:19][O:18][C:3]([CH:4]([CH2:5][CH2:6][CH2:7][CH2:8][CH2:9][CH2:10][CH2:11][CH2:12][CH2:13][CH2:14][CH2:15][CH3:16])[C:20](=[O:25])[C:21]([O:23][CH3:24])=[O:22])=[O:17]. The catalyst class is: 278. (4) Reactant: C(O)(C(F)(F)F)=O.[N:8]1[CH:13]=[CH:12][C:11]([N:14]2[CH2:31][CH2:30][C:17]3([CH2:22][CH2:21][N:20](C(OC(C)(C)C)=O)[CH2:19][CH2:18]3)[CH2:16][CH2:15]2)=[CH:10][CH:9]=1. Product: [N:8]1[CH:9]=[CH:10][C:11]([N:14]2[CH2:31][CH2:30][C:17]3([CH2:22][CH2:21][NH:20][CH2:19][CH2:18]3)[CH2:16][CH2:15]2)=[CH:12][CH:13]=1. The catalyst class is: 2. (5) Reactant: [CH3:1][O:2][C:3]1[C:8]([CH3:9])=[C:7]([C:10]2[CH:11]=[CH:12][C:13]3[C:14]4[N:23]([C@H:24]5[CH2:28][CH2:27][O:26][CH2:25]5)[N:22]=[CH:21][C:15]=4[C:16](=[O:20])[NH:17][C:18]=3[CH:19]=2)[C:6]([CH3:29])=[CH:5][N:4]=1.[C:30]([OH:37])(=[O:36])/[CH:31]=[CH:32]\[C:33]([OH:35])=[O:34]. Product: [C:30]([OH:37])(=[O:36])/[CH:31]=[CH:32]\[C:33]([OH:35])=[O:34].[CH3:1][O:2][C:3]1[C:8]([CH3:9])=[C:7]([C:10]2[CH:11]=[CH:12][C:13]3[C:14]4[N:23]([C@H:24]5[CH2:28][CH2:27][O:26][CH2:25]5)[N:22]=[CH:21][C:15]=4[C:16](=[O:20])[NH:17][C:18]=3[CH:19]=2)[C:6]([CH3:29])=[CH:5][N:4]=1. The catalyst class is: 13. (6) Reactant: Cl.[NH:2]=[C:3]1[CH2:8][CH2:7][CH2:6][CH2:5][NH:4]1.Br[CH2:10][C:11]([C:13]1[CH:18]=[CH:17][CH:16]=[CH:15][CH:14]=1)=O.C([O-])([O-])=O.[Na+].[Na+].O. Product: [C:13]1([C:11]2[N:2]=[C:3]3[CH2:8][CH2:7][CH2:6][CH2:5][N:4]3[CH:10]=2)[CH:18]=[CH:17][CH:16]=[CH:15][CH:14]=1. The catalyst class is: 3.